This data is from Catalyst prediction with 721,799 reactions and 888 catalyst types from USPTO. The task is: Predict which catalyst facilitates the given reaction. (1) Reactant: Cl[CH:2]([C:12]1[CH:13]=[CH:14][C:15](=[O:21])[N:16]([CH:18]([CH3:20])[CH3:19])[N:17]=1)[C:3]([C:5]1[CH:10]=[CH:9][C:8]([F:11])=[CH:7][CH:6]=1)=O.[NH2:22][C:23]([NH2:25])=[S:24].C(=O)([O-])O.[Na+].O. Product: [NH2:25][C:23]1[S:24][C:2]([C:12]2[CH:13]=[CH:14][C:15](=[O:21])[N:16]([CH:18]([CH3:20])[CH3:19])[N:17]=2)=[C:3]([C:5]2[CH:10]=[CH:9][C:8]([F:11])=[CH:7][CH:6]=2)[N:22]=1. The catalyst class is: 12. (2) The catalyst class is: 421. Product: [CH3:1][N:2]1[CH2:6][CH2:5][N:4]=[C:3]1[C:7]1[CH:12]=[CH:11][CH:10]=[C:9]([CH3:13])[C:8]=1[NH2:14]. Reactant: [CH3:1][N:2]1[CH2:6][CH2:5][N:4]=[C:3]1[C:7]1[CH:12]=[CH:11][CH:10]=[C:9]([CH3:13])[C:8]=1[N+:14]([O-])=O. (3) Reactant: [Cl:1][C:2]1[N:7]=[CH:6][C:5]([C:8](=[O:10])C)=[CH:4][CH:3]=1.[Cl:11]C1C=CC(C(C(C(OC)=O)C(OC)=O)=O)=CN=1. Product: [Cl:1][C:2]1[CH:3]=[CH:4][C:5]([C:8]([Cl:11])=[O:10])=[CH:6][N:7]=1. The catalyst class is: 58.